Dataset: Catalyst prediction with 721,799 reactions and 888 catalyst types from USPTO. Task: Predict which catalyst facilitates the given reaction. Reactant: [NH2:1][C@H:2]([C:7]([OH:9])=[O:8])[CH2:3][C:4]([OH:6])=[O:5].[CH:10](N)=[O:11].[OH-].[Na+]. Product: [CH:10]([NH:1][C@H:2]([C:7]([OH:9])=[O:8])[CH2:3][C:4]([OH:6])=[O:5])=[O:11]. The catalyst class is: 24.